This data is from Experimentally validated miRNA-target interactions with 360,000+ pairs, plus equal number of negative samples. The task is: Binary Classification. Given a miRNA mature sequence and a target amino acid sequence, predict their likelihood of interaction. (1) The miRNA is mmu-miR-34b-3p with sequence AAUCACUAACUCCACUGCCAUC. The protein sequence of the target gene is MGPAPAGEQLRGATGEPEVMEPALEGTGKEGKKASSRKRTLAEPPAKGLLQPVKLSRAELYKEPTNEELNRLRETEILFHSSLLRLQVEELLKEVRLSEKKKDRIDAFLREVNQRVVRVPSVPETELTDQAWLPAGVRVPLHQVPYAVKGCFRFLPPAQVTVVGSYLLGTCIRPDINVDVALTMPREILQDKDGLNQRYFRKRALYLAHLAHHLAQDPLFGSVCFSYTNGCHLKPSLLLRPRGKDERLVTVRLHPCPPPDFFRPCRLLPTKNNVRSAWYRGQSPAGDGSPEPPTPRYNTW.... Result: 0 (no interaction). (2) The miRNA is mmu-miR-467e-5p with sequence AUAAGUGUGAGCAUGUAUAUGU. The protein sequence of the target gene is MASASGAMAKHEQILVLDPPTDLKFKGPFTDVVTTNLKLRNPSDRKVCFKVKTTAPRRYCVRPNSGIIDPGSTVTVSVMLQPFDYDPNEKSKHKFMVQTIFAPPNTSDMEAVWKEAKPDELMDSKLRCVFEMPNENDKLNDMEPSKAVPLNASKQDGPMPKPHSVSLNDTETRKLMEECKRLQGEMMKLSEENRHLRDEGLRLRKVAHSDKPGSTSTASFRDNVTSPLPSLLVVIAAIFIGFFLGKFIL. Result: 0 (no interaction). (3) The miRNA is hsa-miR-548au-5p with sequence AAAAGUAAUUGCGGUUUUUGC. The protein sequence of the target gene is MYFSQEEWELLDPTQKALYNDVMQENYETVISLALFVLPKPKVISCLEQGEEPWVQVSPEFKDSAGKSPTGLKLKNDTENHQPVSLSDLEIQASAGVISKKAKVKVPQKTAGKENHFDMHRVGKWHQDFPVKKRKKLSTWKQELLKLMDRHKKDCAREKPFKCQECGKTFRVSSDLIKHQRIHTEEKPYKCQQCDKRFRWSSDLNKHLTTHQGIKPYKCSWCGKSFSQNTNLHTHQRTHTGEKPFTCHECGKKFSQNSHLIKHRRTHTGEQPYTCSICRRNFSRRSSLLRHQKLHL. Result: 0 (no interaction). (4) Result: 0 (no interaction). The protein sequence of the target gene is MGWLPLLLLLTQCLGVPGQRSPLNDFQVLRGTELQHLLHAVVPGPWQEDVADAEECAGRCGPLMDCRAFHYNVSSHGCQLLPWTQHSPHTRLRRSGRCDLFQKKDYVRTCIMNNGVGYRGTMATTVGGLPCQAWSHKFPNDHKYTPTLRNGLEENFCRNPDGDPGGPWCYTTDPAVRFQSCGIKSCREAACVWCNGEEYRGAVDRTESGRECQRWDLQHPHQHPFEPGKFLDQGLDDNYCRNPDGSERPWCYTTDPQIEREFCDLPRCGSEAQPRQEATTVSCFRGKGEGYRGTANTTTA.... The miRNA is mmu-miR-3087-3p with sequence UAACUCACUGUCAUGUCCUCA.